From a dataset of TCR-epitope binding with 47,182 pairs between 192 epitopes and 23,139 TCRs. Binary Classification. Given a T-cell receptor sequence (or CDR3 region) and an epitope sequence, predict whether binding occurs between them. The TCR CDR3 sequence is CASSLGTTEAFF. The epitope is VLQAVGACV. Result: 0 (the TCR does not bind to the epitope).